Predict the product of the given reaction. From a dataset of Forward reaction prediction with 1.9M reactions from USPTO patents (1976-2016). (1) Given the reactants [C:1]([O:5][C:6]([N:8]1[CH2:13][CH2:12][CH:11]([OH:14])[CH2:10][CH2:9]1)=[O:7])([CH3:4])([CH3:3])[CH3:2].CC(C)([O-])C.[K+].[Cl:21][C:22]1[CH:27]=[C:26](Cl)[N:25]=[CH:24][N:23]=1.C(=O)(O)[O-].[Na+], predict the reaction product. The product is: [C:1]([O:5][C:6]([N:8]1[CH2:13][CH2:12][CH:11]([O:14][C:26]2[CH:27]=[C:22]([Cl:21])[N:23]=[CH:24][N:25]=2)[CH2:10][CH2:9]1)=[O:7])([CH3:4])([CH3:2])[CH3:3]. (2) Given the reactants Cl[C:2]1[N:10]=[C:9](Cl)[CH:8]=[CH:7][C:3]=1[C:4]([NH2:6])=[O:5].[NH2:12][C:13]1[CH:34]=[CH:33][C:16]([C:17]([N:19]2[CH2:24][CH2:23][CH2:22][CH:21]([NH:25][C:26](=[O:32])OC(C)(C)C)[CH2:20]2)=[O:18])=[CH:15][CH:14]=1.CC1(C)C(C)(C)OB([C:43]2[CH2:48][CH2:47][N:46]([C:49]([O:51]C(C)(C)C)=O)[CH2:45][CH:44]=2)O1.CC(C)(O[C:61](=[O:80])[NH:62][CH2:63][CH2:64][O:65][CH2:66][CH2:67][O:68][CH2:69][CH2:70][O:71][CH2:72][CH2:73][O:74][CH2:75][CH2:76]C(O)=O)C.[O:82]=[C:83]1[NH:87][CH:86]2[CH2:88][S:89][C@@H:90]([CH2:91][CH2:92][CH2:93][CH2:94]C(O)=O)[CH:85]2[NH:84]1.[C:98](O)(=O)[CH:99]=C, predict the reaction product. The product is: [C:49]([N:46]1[CH2:45][CH2:44][CH:43]([C:9]2[CH:8]=[CH:7][C:3]([C:4]([NH2:6])=[O:5])=[C:2]([NH:12][C:13]3[CH:14]=[CH:15][C:16]([C:17]([N:19]4[CH2:24][CH2:23][CH2:22][CH:21]([NH:25][C:26](=[O:32])[CH2:76][CH2:75][O:74][CH2:73][CH2:72][O:71][CH2:70][CH2:69][O:68][CH2:67][CH2:66][O:65][CH2:64][CH2:63][NH:62][C:61](=[O:80])[CH2:94][CH2:93][CH2:92][CH2:91][C@H:90]5[CH:85]6[CH:86]([NH:87][C:83](=[O:82])[NH:84]6)[CH2:88][S:89]5)[CH2:20]4)=[O:18])=[CH:33][CH:34]=3)[N:10]=2)[CH2:48][CH2:47]1)(=[O:51])[CH:98]=[CH2:99]. (3) Given the reactants [N+:1]([O-:4])(O)=[O:2].[OH:5][C:6]1[C:15]2[C:10](=[CH:11][CH:12]=[CH:13][CH:14]=2)[CH:9]=[N:8][CH:7]=1, predict the reaction product. The product is: [OH:5][C:6]1[C:15]2[C:10](=[CH:11][CH:12]=[CH:13][CH:14]=2)[CH:9]=[N:8][C:7]=1[N+:1]([O-:4])=[O:2]. (4) Given the reactants [CH3:1][N:2]1[CH:6]=[CH:5][N:4]=[CH:3]1.[Br:7][CH2:8][CH2:9][CH2:10][CH2:11][CH3:12], predict the reaction product. The product is: [Br-:7].[CH3:1][N+:2]1[CH:6]=[CH:5][N:4]([CH2:8][CH2:9][CH2:10][CH2:11][CH3:12])[CH:3]=1.